Dataset: Caco-2 cell permeability data measuring drug intestinal absorption for ~900 compounds. Task: Regression/Classification. Given a drug SMILES string, predict its absorption, distribution, metabolism, or excretion properties. Task type varies by dataset: regression for continuous measurements (e.g., permeability, clearance, half-life) or binary classification for categorical outcomes (e.g., BBB penetration, CYP inhibition). For this dataset (caco2_wang), we predict Y. (1) The compound is Cc1ccc(N2CCN(C(=O)[C@H](C)Cc3ccc(Cl)cc3)CC2)c([C@@H](NC(=O)CCN)C(C)C)c1. The Y is -5.52 log Papp (cm/s). (2) The drug is CC(C)S(=O)(=O)n1c(N)nc2ccc(/C(=C/C(N)=O)c3cc(F)c(F)c(F)c3)cc21. The Y is -4.33 log Papp (cm/s). (3) The drug is CC[C@]1(O)C[C@@H]2CN(CCc3c([nH]c4ccccc34)[C@@](C(=O)OC)(c3cc4c(cc3OC)N(C)[C@H]3[C@@](O)(C(=O)OC)[C@H](OC(C)=O)[C@]5(CC)C=CCN6CC[C@]43[C@@H]65)C2)C1. The Y is -5.48 log Papp (cm/s). (4) The drug is CC(=O)N1CCN(c2ccc(OC[C@@H]3CO[C@@](Cn4ccnc4)(c4ccc(Cl)cc4Cl)O3)cc2)CC1. The Y is -4.75 log Papp (cm/s). (5) The compound is C=CCc1cc(OC)c(OC(C)C(O)c2cc(O)cc(OC)c2)c(OC)c1. The Y is -4.65 log Papp (cm/s). (6) The molecule is O=C(NC(Cc1c[nH]c2ccccc12)C(=O)O)OCc1ccccc1. The Y is -5.80 log Papp (cm/s). (7) The Y is -4.18 log Papp (cm/s). The compound is CC(=O)CCCCn1c(=O)c2c(ncn2C)n(C)c1=O. (8) The Y is -4.00 log Papp (cm/s). The drug is CCOC(=O)COc1ccc(C(=O)CN2CCN(C3CCN(C(=O)OC(OC(=O)C(C)(C)C)C(C)(C)C)CC3)CC2=O)cc1.